This data is from Forward reaction prediction with 1.9M reactions from USPTO patents (1976-2016). The task is: Predict the product of the given reaction. (1) Given the reactants [F:1][C:2]1([F:10])[CH2:5][C:4](CC#N)([CH3:6])[CH2:3]1.[OH-:11].[Na+].[CH2:13]([OH:15])[CH3:14], predict the reaction product. The product is: [F:1][C:2]1([F:10])[CH2:5][C:4]([CH2:14][C:13]([OH:11])=[O:15])([CH3:6])[CH2:3]1. (2) Given the reactants [Cl:1][C:2]1[CH:7]=[CH:6][N:5]=[C:4]2[NH:8][CH:9]=[C:10]([I:11])[C:3]=12.[H-].[Na+].[CH3:14][CH:15]([Si:17](Cl)([CH:21]([CH3:23])[CH3:22])[CH:18]([CH3:20])[CH3:19])[CH3:16], predict the reaction product. The product is: [Cl:1][C:2]1[CH:7]=[CH:6][N:5]=[C:4]2[N:8]([Si:17]([CH:21]([CH3:23])[CH3:22])([CH:18]([CH3:20])[CH3:19])[CH:15]([CH3:16])[CH3:14])[CH:9]=[C:10]([I:11])[C:3]=12. (3) Given the reactants [Cl:1][C:2]1[CH:3]=[N+:4]([O-:44])[CH:5]=[C:6]([Cl:43])[C:7]=1[CH2:8][C@@H:9]([C:28]1[CH:33]=[CH:32][C:31]([O:34][CH:35]([F:37])[F:36])=[C:30]([O:38][CH2:39][CH:40]2[CH2:42][CH2:41]2)[CH:29]=1)[O:10][C:11](=[O:27])[CH2:12][N:13]1[C:21](=[O:22])[C:20]2[C:15](=[CH:16][CH:17]=[C:18]([N+:23]([O-])=O)[CH:19]=2)[C:14]1=[O:26].O.O.[Sn](Cl)Cl, predict the reaction product. The product is: [NH2:23][C:18]1[CH:17]=[CH:16][CH:15]=[C:20]2[C:19]=1[C:14](=[O:26])[N:13]([CH2:12][C:11]([O:10][C@H:9]([C:28]1[CH:33]=[CH:32][C:31]([O:34][CH:35]([F:36])[F:37])=[C:30]([O:38][CH2:39][CH:40]3[CH2:41][CH2:42]3)[CH:29]=1)[CH2:8][C:7]1[C:6]([Cl:43])=[CH:5][N+:4]([O-:44])=[CH:3][C:2]=1[Cl:1])=[O:27])[C:21]2=[O:22]. (4) Given the reactants C[O:2]/[CH:3]=[CH:4]/[CH:5]1[CH2:9][C:8]2[CH:10]=[C:11]([C:14]3[CH:21]=[CH:20][C:17]([C:18]#[N:19])=[CH:16][CH:15]=3)[CH:12]=[CH:13][C:7]=2[O:6]1.O.C1(C)C=CC(S(O)(=O)=O)=CC=1, predict the reaction product. The product is: [O:2]=[CH:3][CH2:4][CH:5]1[CH2:9][C:8]2[CH:10]=[C:11]([C:14]3[CH:21]=[CH:20][C:17]([C:18]#[N:19])=[CH:16][CH:15]=3)[CH:12]=[CH:13][C:7]=2[O:6]1. (5) Given the reactants [S:1]1[C:5]([CH:6]=O)=[CH:4][C:3]2[CH:8]=[CH:9][CH:10]=[CH:11][C:2]1=2.[C:12]([O:16][C:17]([N:19]1[CH2:23][CH2:22][CH2:21][C@H:20]1[CH2:24][NH2:25])=[O:18])([CH3:15])([CH3:14])[CH3:13].C(O[BH-](OC(=O)C)OC(=O)C)(=O)C.[Na+], predict the reaction product. The product is: [C:12]([O:16][C:17]([N:19]1[CH2:23][CH2:22][CH2:21][C@H:20]1[CH2:24][NH:25][CH2:6][C:5]1[S:1][C:2]2[CH:11]=[CH:10][CH:9]=[CH:8][C:3]=2[CH:4]=1)=[O:18])([CH3:15])([CH3:14])[CH3:13]. (6) Given the reactants [C:1]([NH:5][C:6]1[CH:45]=[CH:44][C:9]([CH2:10][NH:11][C:12]([CH:14]2[CH2:19][CH:18]([NH:20][C:21]3[N:26]=[C:25]([C:27]4[C:35]5[C:30](=[CH:31][CH:32]=[CH:33][CH:34]=5)[NH:29][CH:28]=4)[C:24]([Cl:36])=[CH:23][N:22]=3)[CH2:17][N:16](C(OC(C)(C)C)=O)[CH2:15]2)=[O:13])=[CH:8][CH:7]=1)(=[O:4])[CH:2]=[CH2:3], predict the reaction product. The product is: [C:1]([NH:5][C:6]1[CH:7]=[CH:8][C:9]([CH2:10][NH:11][C:12]([CH:14]2[CH2:19][CH:18]([NH:20][C:21]3[N:26]=[C:25]([C:27]4[C:35]5[C:30](=[CH:31][CH:32]=[CH:33][CH:34]=5)[NH:29][CH:28]=4)[C:24]([Cl:36])=[CH:23][N:22]=3)[CH2:17][NH:16][CH2:15]2)=[O:13])=[CH:44][CH:45]=1)(=[O:4])[CH:2]=[CH2:3]. (7) Given the reactants [Cl:1][C:2]1[C:28]([Cl:29])=[CH:27][CH:26]=[CH:25][C:3]=1[CH2:4][C:5]1[CH:6]=[C:7]2[C:12](=[C:13]([F:15])[CH:14]=1)[N:11]([CH2:16][CH2:17][OH:18])[CH:10]=[C:9]([C:19]([O:21]CC)=[O:20])[C:8]2=[O:24].[OH-].[Na+].C(O)(=O)CC(CC(O)=O)(C(O)=O)O, predict the reaction product. The product is: [Cl:1][C:2]1[C:28]([Cl:29])=[CH:27][CH:26]=[CH:25][C:3]=1[CH2:4][C:5]1[CH:6]=[C:7]2[C:12](=[C:13]([F:15])[CH:14]=1)[N:11]([CH2:16][CH2:17][OH:18])[CH:10]=[C:9]([C:19]([OH:21])=[O:20])[C:8]2=[O:24].